Predict which catalyst facilitates the given reaction. From a dataset of Catalyst prediction with 721,799 reactions and 888 catalyst types from USPTO. Reactant: [CH3:1][C:2]1([CH3:13])[CH:11]([OH:12])[CH2:10][CH2:9][C:4]2([O:8][CH2:7][CH2:6][O:5]2)[CH2:3]1.[H-].[Na+].Cl[CH2:17][C:18]1[C:19]([C:26]2[C:31]([Cl:32])=[CH:30][CH:29]=[CH:28][C:27]=2[Cl:33])=[N:20][O:21][C:22]=1[CH:23]1[CH2:25][CH2:24]1. Product: [CH:23]1([C:22]2[O:21][N:20]=[C:19]([C:26]3[C:31]([Cl:32])=[CH:30][CH:29]=[CH:28][C:27]=3[Cl:33])[C:18]=2[CH2:17][O:12][CH:11]2[CH2:10][CH2:9][C:4]3([O:5][CH2:6][CH2:7][O:8]3)[CH2:3][C:2]2([CH3:13])[CH3:1])[CH2:25][CH2:24]1. The catalyst class is: 16.